Task: Predict the product of the given reaction.. Dataset: Forward reaction prediction with 1.9M reactions from USPTO patents (1976-2016) (1) Given the reactants [CH2:1]([N:5]1[CH:9]=[CH:8][N:7]=[N:6]1)[CH2:2][CH:3]=[CH2:4].C1COCC1.Br[C:16]1[CH:21]=[CH:20][C:19]([S:22]([CH2:25][C:26]2[N:27]=[C:28]([C:31]3[NH:32][C:33]4[C:38]([CH:39]=3)=[CH:37][C:36]([O:40][C:41]([F:44])([F:43])[F:42])=[CH:35][CH:34]=4)[O:29][CH:30]=2)(=[O:24])=[O:23])=[CH:18][CH:17]=1.C(=O)([O-])[O-].[Cs+].[Cs+], predict the reaction product. The product is: [N:5]1([CH2:1][CH2:2][CH2:3][CH2:4][C:16]2[CH:21]=[CH:20][C:19]([S:22]([CH2:25][C:26]3[N:27]=[C:28]([C:31]4[NH:32][C:33]5[C:38]([CH:39]=4)=[CH:37][C:36]([O:40][C:41]([F:44])([F:42])[F:43])=[CH:35][CH:34]=5)[O:29][CH:30]=3)(=[O:24])=[O:23])=[CH:18][CH:17]=2)[CH:9]=[CH:8][N:7]=[N:6]1. (2) Given the reactants [OH:1][CH2:2][C:3]1([CH2:9][OH:10])[CH2:8][O:7][CH2:6][O:5][CH2:4]1.[I-].[H-].[Na+].[F:14][C:15]1[CH:20]=[CH:19][C:18]([C:21]2[O:22][CH:23]=[C:24]([CH2:26]O[C@@H]3CCC[C@H](OCC4C=CC=C(C)C=4C(OC)=O)C3)[N:25]=2)=[CH:17][CH:16]=1, predict the reaction product. The product is: [F:14][C:15]1[CH:16]=[CH:17][C:18]([C:21]2[O:22][CH:23]=[C:24]([CH2:26][O:1][CH2:2][C:3]3([CH2:9][OH:10])[CH2:8][O:7][CH2:6][O:5][CH2:4]3)[N:25]=2)=[CH:19][CH:20]=1. (3) Given the reactants [CH3:1][C:2]1[C:3]([N:9]2[CH2:14][CH2:13][N:12]([C:15]([C:17]3[CH:25]=[CH:24][C:23]([N:26]4[C:30](=[O:31])[CH2:29][CH2:28][CH:27]4[CH3:32])=[CH:22][C:18]=3[C:19]([NH2:21])=[O:20])=[O:16])[CH2:11][CH2:10]2)=[N:4][CH:5]=[C:6]([CH3:8])[CH:7]=1.[C:33](O[C:33]([O:35][C:36]([CH3:39])([CH3:38])[CH3:37])=[O:34])([O:35][C:36]([CH3:39])([CH3:38])[CH3:37])=[O:34], predict the reaction product. The product is: [C:36]([O:35][C:33]([N:21]([C:33]([O:35][C:36]([CH3:39])([CH3:38])[CH3:37])=[O:34])[C:19](=[O:20])[C:18]1[CH:22]=[C:23]([N:26]2[C:30](=[O:31])[CH2:29][CH2:28][CH:27]2[CH3:32])[CH:24]=[CH:25][C:17]=1[C:15]([N:12]1[CH2:11][CH2:10][N:9]([C:3]2[C:2]([CH3:1])=[CH:7][C:6]([CH3:8])=[CH:5][N:4]=2)[CH2:14][CH2:13]1)=[O:16])=[O:34])([CH3:39])([CH3:38])[CH3:37].